From a dataset of Peptide-MHC class I binding affinity with 185,985 pairs from IEDB/IMGT. Regression. Given a peptide amino acid sequence and an MHC pseudo amino acid sequence, predict their binding affinity value. This is MHC class I binding data. (1) The peptide sequence is VLYDEFVTI. The MHC is H-2-Kb with pseudo-sequence H-2-Kb. The binding affinity (normalized) is 0.460. (2) The peptide sequence is NLFDIPLLTV. The MHC is H-2-Dd with pseudo-sequence YVEYYRERAGNSFVDTAYLWAWFYTWAADAYEWY. The binding affinity (normalized) is 0. (3) The peptide sequence is KIQNFRVYY. The MHC is HLA-A30:01 with pseudo-sequence HLA-A30:01. The binding affinity (normalized) is 0.664. (4) The peptide sequence is QELLRLTV. The MHC is H-2-Kk with pseudo-sequence H-2-Kk. The binding affinity (normalized) is 0.648. (5) The binding affinity (normalized) is 0.480. The peptide sequence is MMLVPLITV. The MHC is HLA-A02:06 with pseudo-sequence HLA-A02:06. (6) The peptide sequence is KRTDKFIVR. The MHC is Mamu-B08 with pseudo-sequence Mamu-B08. The binding affinity (normalized) is 0.272. (7) The MHC is HLA-B08:01 with pseudo-sequence HLA-B08:01. The peptide sequence is FLRKHNEGL. The binding affinity (normalized) is 0.738.